The task is: Predict the reactants needed to synthesize the given product.. This data is from Full USPTO retrosynthesis dataset with 1.9M reactions from patents (1976-2016). Given the product [CH3:1][C@H:2]1[C@@H:7]([N:8]([C:10]2[N:18]=[CH:17][N:16]=[C:15]3[C:11]=2[CH:12]=[CH:13][NH:14]3)[CH3:9])[CH2:6][N:5]([C:19]([CH2:21][C:22]#[N:23])=[O:20])[CH2:4][CH2:3]1.[BrH:24], predict the reactants needed to synthesize it. The reactants are: [CH3:1][C@H:2]1[C@@H:7]([N:8]([C:10]2[N:18]=[CH:17][N:16]=[C:15]3[C:11]=2[CH:12]=[CH:13][NH:14]3)[CH3:9])[CH2:6][N:5]([C:19]([CH2:21][C:22]#[N:23])=[O:20])[CH2:4][CH2:3]1.[BrH:24].